From a dataset of Reaction yield outcomes from USPTO patents with 853,638 reactions. Predict the reaction yield, written as a fraction of the theoretical maximum amount of product (1.0 means a 100% yield; for example, 0.34 means a 34% yield). The reactants are [C:1]([O:9][CH2:10][C@:11]1([CH3:17])[CH2:15][CH:14]([OH:16])[CH2:13][O:12]1)(=[O:8])[C:2]1[CH:7]=[CH:6][CH:5]=[CH:4][CH:3]=1.C1C=C[NH+]=CC=1.[O-][Cr](Cl)(=O)=O. The catalyst is C(Cl)Cl.CCCCCC. The product is [C:1]([O:9][CH2:10][C@:11]1([CH3:17])[CH2:15][C:14](=[O:16])[CH2:13][O:12]1)(=[O:8])[C:2]1[CH:3]=[CH:4][CH:5]=[CH:6][CH:7]=1. The yield is 0.440.